Dataset: Catalyst prediction with 721,799 reactions and 888 catalyst types from USPTO. Task: Predict which catalyst facilitates the given reaction. Reactant: C([O-])([O-])=O.[Na+].[Na+].[C:7]([O:11][C:12]([N:14]1[CH2:19][CH2:18][CH:17]([N:20]([C:24]([C:26]2[N:31]=[CH:30][C:29](Br)=[CH:28][N:27]=2)=[O:25])[CH:21]2[CH2:23][CH2:22]2)[CH2:16][CH2:15]1)=[O:13])([CH3:10])([CH3:9])[CH3:8].CC1(C)C(C)(C)OB([C:41]2[O:45][C:44]([Si](C(C)C)(C(C)C)C(C)C)=[N:43][CH:42]=2)O1. Product: [C:7]([O:11][C:12]([N:14]1[CH2:19][CH2:18][CH:17]([N:20]([CH:21]2[CH2:23][CH2:22]2)[C:24]([C:26]2[N:31]=[CH:30][C:29]([C:41]3[O:45][CH:44]=[N:43][CH:42]=3)=[CH:28][N:27]=2)=[O:25])[CH2:16][CH2:15]1)=[O:13])([CH3:10])([CH3:9])[CH3:8]. The catalyst class is: 9.